Task: Regression. Given a peptide amino acid sequence and an MHC pseudo amino acid sequence, predict their binding affinity value. This is MHC class II binding data.. Dataset: Peptide-MHC class II binding affinity with 134,281 pairs from IEDB (1) The peptide sequence is VPILLNNPNLFWAVK. The MHC is DRB1_1302 with pseudo-sequence DRB1_1302. The binding affinity (normalized) is 1.00. (2) The peptide sequence is YDKFLKNVSTVLTGK. The MHC is DRB1_1602 with pseudo-sequence DRB1_1602. The binding affinity (normalized) is 0.800. (3) The peptide sequence is GLGWYKIEIDQDHQE. The MHC is HLA-DPA10201-DPB10101 with pseudo-sequence HLA-DPA10201-DPB10101. The binding affinity (normalized) is 0.387.